This data is from Peptide-MHC class II binding affinity with 134,281 pairs from IEDB. The task is: Regression. Given a peptide amino acid sequence and an MHC pseudo amino acid sequence, predict their binding affinity value. This is MHC class II binding data. The binding affinity (normalized) is 0. The peptide sequence is IFYDVFFAVANGNEL. The MHC is DRB4_0101 with pseudo-sequence DRB4_0103.